From a dataset of Forward reaction prediction with 1.9M reactions from USPTO patents (1976-2016). Predict the product of the given reaction. (1) Given the reactants [CH3:1][O:2][C:3]1[CH:8]=[C:7]([N+:9]([O-])=O)[CH:6]=[C:5]([O:12][CH2:13][CH2:14][O:15][CH2:16][CH2:17][O:18][CH2:19][CH2:20][O:21][CH3:22])[CH:4]=1.[NH4+].[Cl-], predict the reaction product. The product is: [CH3:1][O:2][C:3]1[CH:8]=[C:7]([CH:6]=[C:5]([O:12][CH2:13][CH2:14][O:15][CH2:16][CH2:17][O:18][CH2:19][CH2:20][O:21][CH3:22])[CH:4]=1)[NH2:9]. (2) Given the reactants C([O:8][C:9]1[C:10]([O:34][CH3:35])=[CH:11][C:12]2[CH2:21][CH2:20][N:19]3[CH:14]([CH2:15][C:16]4[C:25]([Cl:26])=[CH:24][C:23]([O:27][CH3:28])=[C:22]([O:29][CH2:30][CH2:31][CH3:32])[C:17]=4[CH2:18]3)[C:13]=2[CH:33]=1)C1C=CC=CC=1, predict the reaction product. The product is: [OH:8][C:9]1[C:10]([O:34][CH3:35])=[CH:11][C:12]2[CH2:21][CH2:20][N:19]3[CH:14]([CH2:15][C:16]4[C:25]([Cl:26])=[CH:24][C:23]([O:27][CH3:28])=[C:22]([O:29][CH2:30][CH2:31][CH3:32])[C:17]=4[CH2:18]3)[C:13]=2[CH:33]=1. (3) Given the reactants [CH2:1]([O:3][C:4](=[O:14])[CH2:5][CH2:6][NH:7][CH:8]1[CH2:13][CH2:12][CH2:11][CH2:10][CH2:9]1)[CH3:2].[CH2:15]([O:17][C:18]([C:20]1[C:21](Cl)=[N:22][C:23]([S:26][CH3:27])=[N:24][CH:25]=1)=[O:19])[CH3:16].C(N(C(C)C)CC)(C)C, predict the reaction product. The product is: [CH2:15]([O:17][C:18]([C:20]1[C:21]([N:7]([CH:8]2[CH2:13][CH2:12][CH2:11][CH2:10][CH2:9]2)[CH2:6][CH2:5][C:4]([O:3][CH2:1][CH3:2])=[O:14])=[N:22][C:23]([S:26][CH3:27])=[N:24][CH:25]=1)=[O:19])[CH3:16].